From a dataset of Catalyst prediction with 721,799 reactions and 888 catalyst types from USPTO. Predict which catalyst facilitates the given reaction. (1) Reactant: CO[C:3]([C:5]1[C:6](=[O:18])[N:7]([CH3:17])[C:8]2[C:13]([C:14]=1[OH:15])=[C:12]([Cl:16])[CH:11]=[CH:10][CH:9]=2)=[O:4].[CH2:19]([NH:21][C:22]1[CH:27]=[CH:26][CH:25]=[CH:24][CH:23]=1)[CH3:20].CCCCCCC. Product: [CH2:19]([N:21]([C:22]1[CH:27]=[CH:26][CH:25]=[CH:24][CH:23]=1)[C:3]([C:5]1[C:6](=[O:18])[N:7]([CH3:17])[C:8]2[C:13]([C:14]=1[OH:15])=[C:12]([Cl:16])[CH:11]=[CH:10][CH:9]=2)=[O:4])[CH3:20]. The catalyst class is: 5. (2) Reactant: C([O:5][C:6](=[O:41])[CH2:7][O:8][CH:9]1[CH:16]2[CH2:17][C:12]3([C:18]4[N:26](C5CCCCO5)[C:25]5[C:24](=[O:33])[N:23]([CH2:34][CH2:35][CH3:36])[C:22](=[O:37])[N:21]([CH2:38][CH2:39][CH3:40])[C:20]=5[N:19]=4)[CH2:13][CH:14]([O:15]2)[CH:10]1[O:11]3)(C)(C)C.C(O)(C(F)(F)F)=O. Product: [O:37]=[C:22]1[N:21]([CH2:38][CH2:39][CH3:40])[C:20]2[N:19]=[C:18]([C:12]34[CH2:17][CH:16]5[O:15][CH:14]([CH2:13]3)[CH:10]([CH:9]5[O:8][CH2:7][C:6]([OH:41])=[O:5])[O:11]4)[NH:26][C:25]=2[C:24](=[O:33])[N:23]1[CH2:34][CH2:35][CH3:36]. The catalyst class is: 2. (3) Reactant: [N+:1]([O-:4])(O)=[O:2].[CH3:5][C:6]1[C:7]([C:11]([O:13][CH2:14][CH3:15])=[O:12])=[CH:8][S:9][CH:10]=1. Product: [CH3:5][C:6]1[C:7]([C:11]([O:13][CH2:14][CH3:15])=[O:12])=[CH:8][S:9][C:10]=1[N+:1]([O-:4])=[O:2]. The catalyst class is: 15. (4) Reactant: [OH:1][CH:2]1[CH2:7][CH2:6][CH:5]([C:8](=[O:28])[CH2:9][CH:10]([C:18]2[CH:23]=[CH:22][C:21]([S:24]([CH3:27])(=[O:26])=[O:25])=[CH:20][CH:19]=2)[C:11]2[CH:16]=[CH:15][CH:14]=[CH:13][C:12]=2[CH3:17])[CH2:4][CH2:3]1.C[Si](C)(C)[O:31][CH2:32][CH2:33][O:34][Si](C)(C)C.FC(F)(F)S([O:46][Si:47]([CH3:50])([CH3:49])[CH3:48])(=O)=O.C(N(CC)CC)C. Product: [CH3:27][S:24]([C:21]1[CH:22]=[CH:23][C:18]([CH:10]([C:11]2[CH:16]=[CH:15][CH:14]=[CH:13][C:12]=2[CH3:17])[CH2:9][C:8]2([CH:5]3[CH2:4][CH2:3][CH:2]([OH:1])[CH2:7][CH2:6]3)[O:31][CH2:32][CH2:33][O:28]2)=[CH:19][CH:20]=1)(=[O:25])=[O:26].[CH3:50][Si:47]([CH3:48])([CH3:49])[O:46][CH:2]1[CH2:3][CH2:4][CH:5]([C:8]2([CH2:9][CH:10]([C:18]3[CH:19]=[CH:20][C:21]([S:24]([CH3:27])(=[O:26])=[O:25])=[CH:22][CH:23]=3)[C:11]3[CH:16]=[CH:15][CH:14]=[CH:13][C:12]=3[CH3:17])[O:34][CH2:33][CH2:32][O:31]2)[CH2:6][CH2:7]1. The catalyst class is: 4. (5) Reactant: [CH:1]([C:3]1[CH:4]=[CH:5][C:6]([O:11][C:12]2[CH:17]=[CH:16][CH:15]=[C:14]([C:18]([F:21])([F:20])[F:19])[CH:13]=2)=[C:7]([CH:10]=1)[C:8]#[N:9])=[O:2].[BH4-].[Na+]. Product: [OH:2][CH2:1][C:3]1[CH:4]=[CH:5][C:6]([O:11][C:12]2[CH:17]=[CH:16][CH:15]=[C:14]([C:18]([F:19])([F:20])[F:21])[CH:13]=2)=[C:7]([CH:10]=1)[C:8]#[N:9]. The catalyst class is: 8. (6) Reactant: [CH3:1][CH2:2][CH2:3][C@H:4]([NH:10][C@H:11]([C:13]([N:15]1[C@H:23]([C:24]([OH:26])=[O:25])[CH2:22][C@H:21]2[C@@H:16]1[CH2:17][CH2:18][CH2:19][CH2:20]2)=[O:14])[CH3:12])[C:5]([O:7][CH2:8][CH3:9])=[O:6].[NH2:27][C@H:28]([C:36]([OH:38])=[O:37])[CH2:29][CH2:30][CH2:31][NH:32][C:33](=[NH:35])[NH2:34]. Product: [CH3:1][CH2:2][CH2:3][C@H:4]([NH:10][C@H:11]([C:13]([N:15]1[C@H:23]([C:24]([OH:26])=[O:25])[CH2:22][C@H:21]2[C@@H:16]1[CH2:17][CH2:18][CH2:19][CH2:20]2)=[O:14])[CH3:12])[C:5]([O:7][CH2:8][CH3:9])=[O:6].[NH2:27][C@H:28]([C:36]([OH:38])=[O:37])[CH2:29][CH2:30][CH2:31][NH:32][C:33](=[NH:34])[NH2:35]. The catalyst class is: 5. (7) Reactant: [Cl:1][C:2]1[CH:3]=[C:4]([C@H:9]2[C@H:14]([C:15](O)=[O:16])[NH:13][C:12](=[O:18])[C:11]3[S:19][C:20]([N:22]4[CH2:27][CH2:26][O:25][CH2:24][CH2:23]4)=[CH:21][C:10]2=3)[CH:5]=[CH:6][C:7]=1[Cl:8].Cl.C[N:30](C)CCCN=C=NCC.O.ON1C2C=CC=CC=2N=N1.[OH-].[NH4+].O. Product: [Cl:1][C:2]1[CH:3]=[C:4]([C@H:9]2[C@H:14]([C:15]([NH2:30])=[O:16])[NH:13][C:12](=[O:18])[C:11]3[S:19][C:20]([N:22]4[CH2:23][CH2:24][O:25][CH2:26][CH2:27]4)=[CH:21][C:10]2=3)[CH:5]=[CH:6][C:7]=1[Cl:8]. The catalyst class is: 2. (8) The catalyst class is: 21. Product: [CH3:25][N:26]([N:15]=[N:1][C:2]1[C:6]2[CH2:7][CH2:8][CH2:9][CH2:10][C:5]=2[Se:4][C:3]=1[C:11]([O:22][CH3:19])=[O:28])[CH3:27]. Reactant: [NH2:1][C:2]1[C:6]2[CH2:7][CH2:8][CH2:9][CH2:10][C:5]=2[Se:4][C:3]=1[C:11]([O-])=O.Cl.[N:15]([O-])=O.[Na+].[C:19](=[O:22])([O-])[O-].[K+].[K+].[CH3:25][NH:26][CH3:27].[OH2:28]. (9) Reactant: [Cl-].[CH3:2][O:3][C:4](=[O:14])[C:5]1[CH:13]=[CH:12][C:8]([C:9]([OH:11])=O)=[CH:7][CH:6]=1.[Cl-].[Cl-].[Cl-].[Al+3].[CH2:19]([O:27][C:28]1[CH:33]=[CH:32][CH:31]=[C:30]([O:34][CH2:35][CH2:36][CH2:37][CH2:38][CH2:39][CH2:40][CH2:41][CH3:42])[C:29]=1[O:43][CH2:44][CH2:45][CH2:46][CH2:47][CH2:48][CH2:49][CH2:50][CH3:51])[CH2:20][CH2:21][CH2:22][CH2:23][CH2:24][CH2:25][CH3:26]. Product: [CH2:35]([O:34][C:30]1[CH:31]=[C:32]([CH:33]=[C:28]([O:27][CH2:19][CH2:20][CH2:21][CH2:22][CH2:23][CH2:24][CH2:25][CH3:26])[C:29]=1[O:43][CH2:44][CH2:45][CH2:46][CH2:47][CH2:48][CH2:49][CH2:50][CH3:51])[C:9]([C:8]1[CH:7]=[CH:6][C:5]([C:4]([O:3][CH3:2])=[O:14])=[CH:13][CH:12]=1)=[O:11])[CH2:36][CH2:37][CH2:38][CH2:39][CH2:40][CH2:41][CH3:42]. The catalyst class is: 2.